Dataset: Reaction yield outcomes from USPTO patents with 853,638 reactions. Task: Predict the reaction yield, written as a fraction of the theoretical maximum amount of product (1.0 means a 100% yield; for example, 0.34 means a 34% yield). (1) The reactants are [Br:1][C:2]1[CH:7]=[CH:6][C:5]([S:8]([N:11]([CH3:13])[CH3:12])(=[O:10])=[O:9])=C(C#N)[CH:3]=1.[OH-:16].[Na+].[O:18]1[CH2:23][CH2:22]OCC1. No catalyst specified. The product is [Br:1][C:2]1[CH:7]=[CH:6][C:5]([S:8](=[O:10])(=[O:9])[N:11]([CH3:13])[CH3:12])=[C:22]([CH:3]=1)[C:23]([OH:18])=[O:16]. The yield is 0.340. (2) The reactants are [CH3:1][O:2][C:3]1[C:4](=[O:31])[C:5]([CH3:30])=[C:6]([CH2:12][C:13]2[CH:14]=[CH:15][C:16]([C:22]3[CH:27]=[CH:26][CH:25]=[C:24]([O:28][CH3:29])[CH:23]=3)=[C:17]([CH:21]=2)[C:18]([OH:20])=O)[C:7](=[O:11])[C:8]=1[O:9][CH3:10].[NH:32]1[CH2:37][CH2:36][O:35][CH2:34][CH2:33]1.CCN=C=NCCCN(C)C.Cl. The catalyst is C(Cl)Cl.CN(C)C1C=CN=CC=1. The product is [CH3:1][O:2][C:3]1[C:4](=[O:31])[C:5]([CH3:30])=[C:6]([CH2:12][C:13]2[CH:14]=[CH:15][C:16]([C:22]3[CH:27]=[CH:26][CH:25]=[C:24]([O:28][CH3:29])[CH:23]=3)=[C:17]([CH:21]=2)[C:18]([N:32]2[CH2:37][CH2:36][O:35][CH2:34][CH2:33]2)=[O:20])[C:7](=[O:11])[C:8]=1[O:9][CH3:10]. The yield is 0.690. (3) The reactants are Cl[C:2]1[CH:7]=[C:6]([CH:8]=[CH:9][N:10](C)C)[C:5]([N+]([O-])=O)=[CH:4][N:3]=1.[NH:16]1[CH2:21][CH2:20][O:19][CH2:18][CH2:17]1.C([O-])=O.[NH4+]. The catalyst is [Pd].CO.C(Cl)Cl. The product is [N:16]1([C:4]2[CH:5]=[C:6]3[CH:8]=[CH:9][NH:10][C:7]3=[CH:2][N:3]=2)[CH2:21][CH2:20][O:19][CH2:18][CH2:17]1. The yield is 0.520. (4) The reactants are [Br:1][C:2]1[C:7]([O:8][CH3:9])=[CH:6][C:5]([C:10]2[O:11][CH:12]=[CH:13][CH:14]=2)=[CH:4][C:3]=1[O:15][CH3:16].C([N-]C(C)C)(C)C.[Li+].[N:25]1[N:26]([C:30]2[CH:35]=[CH:34][C:33]([CH:36]([O:43][CH3:44])[C:37](N(OC)C)=[O:38])=[CH:32][CH:31]=2)[N:27]=[CH:28][CH:29]=1. The catalyst is C1COCC1. The product is [N:25]1[N:26]([C:30]2[CH:31]=[CH:32][C:33]([CH:36]([O:43][CH3:44])[C:37]([C:12]3[O:11][C:10]([C:5]4[CH:6]=[C:7]([O:8][CH3:9])[C:2]([Br:1])=[C:3]([O:15][CH3:16])[CH:4]=4)=[CH:14][CH:13]=3)=[O:38])=[CH:34][CH:35]=2)[N:27]=[CH:28][CH:29]=1. The yield is 0.100. (5) The reactants are [CH3:1][O:2][C:3]([CH:5]1[CH2:9][C:8](=[CH2:10])[CH2:7][N:6]1[C:11]([O:13][C:14]([CH3:17])([CH3:16])[CH3:15])=[O:12])=[O:4].[OH2:18].[OH-].[Na+].OO. The catalyst is C1COCC1.C(OCC)C. The product is [CH3:1][O:2][C:3]([CH:5]1[CH2:9][CH:8]([CH2:10][OH:18])[CH2:7][N:6]1[C:11]([O:13][C:14]([CH3:17])([CH3:16])[CH3:15])=[O:12])=[O:4]. The yield is 0.410. (6) The reactants are [F:1][C:2]1[CH:7]=[CH:6][C:5]([C:8]2[CH:9]=[C:10]([C:15]([O:17]C)=[O:16])[C:11](=[O:14])[NH:12][N:13]=2)=[CH:4][C:3]=1[CH3:19].CS(O[CH2:25][CH2:26][CH2:27][C:28]1[C:33]([Cl:34])=[CH:32][CH:31]=[CH:30][C:29]=1[Cl:35])(=O)=O. No catalyst specified. The yield is 0.898. The product is [C:15]([C:10]1[C:11](=[O:14])[N:12]([CH2:25][CH2:26][CH2:27][C:28]2[C:29]([Cl:35])=[CH:30][CH:31]=[CH:32][C:33]=2[Cl:34])[N:13]=[C:8]([C:5]2[CH:6]=[CH:7][C:2]([F:1])=[C:3]([CH3:19])[CH:4]=2)[CH:9]=1)([OH:17])=[O:16]. (7) The yield is 0.880. The reactants are C[C:2]1[C:3]([NH2:15])=[C:4]([CH:8]=[C:9]([O:13][CH3:14])[C:10]=1[O:11][CH3:12])[C:5](O)=[O:6].[CH3:16][NH2:17]. The product is [CH3:14][O:13][C:9]1[CH:8]=[C:4]2[C:3](=[CH:2][C:10]=1[O:11][CH3:12])[N:15]=[CH:16][NH:17][C:5]2=[O:6]. The catalyst is C(O)C. (8) The reactants are [CH3:1][Si:2]([CH3:17])([CH3:16])[CH2:3][CH2:4][O:5][CH2:6][N:7]1[C:15]2[C:10](=[CH:11][CH:12]=[CH:13][CH:14]=2)[CH:9]=[CH:8]1.C([Li])CCC.[C:23]([O:27][C:28]([N:30]1[CH2:35][CH2:34][CH2:33][CH2:32][CH:31]1[C:36](=[O:41])N(OC)C)=[O:29])([CH3:26])([CH3:25])[CH3:24].[NH4+].[Cl-]. The catalyst is COCCOC. The product is [C:23]([O:27][C:28]([N:30]1[CH2:35][CH2:34][CH2:33][CH2:32][CH:31]1[C:36]([C:8]1[N:7]([CH2:6][O:5][CH2:4][CH2:3][Si:2]([CH3:17])([CH3:16])[CH3:1])[C:15]2[C:10]([CH:9]=1)=[CH:11][CH:12]=[CH:13][CH:14]=2)=[O:41])=[O:29])([CH3:26])([CH3:25])[CH3:24]. The yield is 0.370. (9) The catalyst is C1COCC1.C(O)C.O. The product is [NH2:25][C:22]1[CH:21]=[CH:20][C:19]([C:17](=[O:18])[CH2:16][CH2:15][NH:14][C:2]2[CH:3]=[C:4]([NH2:8])[N:5]=[CH:6][N:7]=2)=[CH:24][CH:23]=1. The reactants are Cl[C:2]1[N:7]=[CH:6][N:5]=[C:4]([NH2:8])[C:3]=1[N+]([O-])=O.Cl.Cl.[NH2:14][CH2:15][CH2:16][C:17]([C:19]1[CH:24]=[CH:23][C:22]([NH2:25])=[CH:21][CH:20]=1)=[O:18]. The yield is 0.830. (10) The reactants are [O:1]1[CH2:6][CH2:5][N:4]([C:7]2[C:8]3[N:16]=[C:15](Cl)[CH:14]=[CH:13][C:9]=3[N:10]=[CH:11][N:12]=2)[CH2:3][CH2:2]1.[Cl:18][C:19]1[CH:24]=[CH:23][C:22](B(O)O)=[CH:21][CH:20]=1. No catalyst specified. The product is [O:1]1[CH2:6][CH2:5][N:4]([C:7]2[C:8]3[N:16]=[C:15]([C:22]4[CH:23]=[CH:24][C:19]([Cl:18])=[CH:20][CH:21]=4)[CH:14]=[CH:13][C:9]=3[N:10]=[CH:11][N:12]=2)[CH2:3][CH2:2]1. The yield is 0.920.